From a dataset of Forward reaction prediction with 1.9M reactions from USPTO patents (1976-2016). Predict the product of the given reaction. (1) Given the reactants C(NCC)C.[Cl:6][C:7]1[CH:55]=[CH:54][CH:53]=[CH:52][C:8]=1[C:9]([NH:11][C:12](=[O:51])[NH:13][C:14]1[S:15][C:16]2[CH:22]=[C:21]([S:23]([C:26]([CH3:50])([CH3:49])[CH2:27][N:28]([CH:46]([CH3:48])[CH3:47])C(=O)OCC3C4C=CC=CC=4C4C3=CC=CC=4)(=[O:25])=[O:24])[CH:20]=[CH:19][C:17]=2[N:18]=1)=[O:10], predict the reaction product. The product is: [Cl:6][C:7]1[CH:55]=[CH:54][CH:53]=[CH:52][C:8]=1[C:9]([NH:11][C:12](=[O:51])[NH:13][C:14]1[S:15][C:16]2[CH:22]=[C:21]([S:23]([C:26]([CH3:49])([CH3:50])[CH2:27][NH:28][CH:46]([CH3:48])[CH3:47])(=[O:25])=[O:24])[CH:20]=[CH:19][C:17]=2[N:18]=1)=[O:10]. (2) Given the reactants OC[C@@H](N[C:11](=[O:26])[C@:12]([CH3:25])([C:19]1[CH:24]=[CH:23][CH:22]=[CH:21][CH:20]=1)[CH2:13][CH2:14][C:15]([CH3:18])([CH3:17])[CH3:16])C1C=CC=CC=1.S(=O)(=O)(O)[OH:28], predict the reaction product. The product is: [CH3:25][C@@:12]([C:19]1[CH:20]=[CH:21][CH:22]=[CH:23][CH:24]=1)([CH2:13][CH2:14][C:15]([CH3:16])([CH3:17])[CH3:18])[C:11]([OH:26])=[O:28]. (3) Given the reactants [OH:1][C@:2]1([C@@H:17]2[CH2:21][S:20][C:19](=[O:22])[N:18]2[CH2:23][C:24]2[CH:29]=[CH:28][C:27]([O:30][CH3:31])=[CH:26][CH:25]=2)[CH2:7][C@H:6]([OH:8])[CH2:5][C@@H:4]([CH2:9][CH2:10][C:11]2[CH:16]=[CH:15][CH:14]=[CH:13][CH:12]=2)[O:3]1.O[C@:33]1([C@@H]2CSC(=O)N2CC2C=CC(OC)=CC=2)C[C@@H](O)C[C@@H](CCCC=C)O1, predict the reaction product. The product is: [OH:8][C@@H:6]1[CH2:5][C@@H:4]([CH2:9][CH2:10][C:11]2[CH:16]=[CH:15][CH:14]=[CH:13][CH:12]=2)[O:3][C@:2]([C@@H:17]2[CH2:21][S:20][C:19](=[O:22])[N:18]2[CH2:23][C:24]2[CH:29]=[CH:28][C:27]([O:30][CH3:31])=[CH:26][CH:25]=2)([O:1][CH3:33])[CH2:7]1. (4) Given the reactants C1(P(C2C=CC=CC=2)C2C=CC3C(=CC=CC=3)C=2C2C3C(=CC=CC=3)C=CC=2P(C2C=CC=CC=2)C2C=CC=CC=2)C=CC=CC=1.Br[C:48]1[C:53]([CH3:54])=[CH:52][C:51]([CH3:55])=[CH:50][C:49]=1[CH3:56].[CH3:57][NH:58][CH2:59][CH2:60][NH2:61].CC(C)([O-])C.[Na+], predict the reaction product. The product is: [CH3:57][NH:58][CH2:59][CH2:60][NH:61][C:48]1[C:53]([CH3:54])=[CH:52][C:51]([CH3:55])=[CH:50][C:49]=1[CH3:56]. (5) Given the reactants [Br:1][C:2]1[CH:7]=[CH:6][C:5]([C@@H:8]([N:10]2[CH2:15][CH2:14][C@:13]([CH2:23][C:24](O)=[O:25])([C:16]3[CH:21]=[CH:20][C:19]([F:22])=[CH:18][CH:17]=3)[O:12][C:11]2=[O:27])[CH3:9])=[CH:4][CH:3]=1.C[N:29](C(ON1N=NC2C=CC=NC1=2)=[N+](C)C)C.F[P-](F)(F)(F)(F)F.CCN(C(C)C)C(C)C.N, predict the reaction product. The product is: [Br:1][C:2]1[CH:7]=[CH:6][C:5]([C@@H:8]([N:10]2[CH2:15][CH2:14][C@:13]([CH2:23][C:24]([NH2:29])=[O:25])([C:16]3[CH:21]=[CH:20][C:19]([F:22])=[CH:18][CH:17]=3)[O:12][C:11]2=[O:27])[CH3:9])=[CH:4][CH:3]=1. (6) Given the reactants [N+:1]([C:4]1[CH:5]=[C:6]([CH3:12])[CH:7]=[CH:8][C:9]=1[C:10]#N)([O-:3])=[O:2].[CH3:13][N:14]([CH:16]=O)[CH3:15].C[NH:19]C.CN(C)C=O, predict the reaction product. The product is: [CH3:13][N:14]([CH3:16])[CH:15]=[CH:10][C:9]1[CH:8]=[CH:7][C:6]([C:12]#[N:19])=[CH:5][C:4]=1[N+:1]([O-:3])=[O:2].